Predict which catalyst facilitates the given reaction. From a dataset of Catalyst prediction with 721,799 reactions and 888 catalyst types from USPTO. (1) Reactant: [CH3:1][C:2]1[N:6]([CH3:7])[C:5]2[CH:8]=[C:9]([C:22]([OH:24])=O)[C:10]3[CH2:11][CH2:12][CH:13]([C:16]4[CH:21]=[CH:20][CH:19]=[CH:18][CH:17]=4)[O:14][C:15]=3[C:4]=2[N:3]=1.F[B-](F)(F)F.N1(OC(N(C)C)=[N+](C)C)C2C=CC=CC=2N=N1.C(N(CC)CC)C.[NH:54]1[CH2:58][CH2:57][CH:56]([OH:59])[CH2:55]1. Product: [CH3:1][C:2]1[N:6]([CH3:7])[C:5]2[CH:8]=[C:9]([C:22]([N:54]3[CH2:58][CH2:57][CH:56]([OH:59])[CH2:55]3)=[O:24])[C:10]3[CH2:11][CH2:12][CH:13]([C:16]4[CH:21]=[CH:20][CH:19]=[CH:18][CH:17]=4)[O:14][C:15]=3[C:4]=2[N:3]=1. The catalyst class is: 35. (2) Reactant: [CH3:1][CH:2]([CH2:4][CH2:5][CH2:6][C@H:7]([C@@H:9]1[C@:27]2([CH3:28])[C@H:12]([C@H:13]3[C@H:24]([CH2:25][CH2:26]2)[C@:22]2([CH3:23])[C:16]([CH2:17][C@H:18]([CH2:20][CH2:21]2)O)=[CH:15][CH2:14]3)[CH2:11][CH2:10]1)[CH3:8])[CH3:3].CN(C)C1C=CC=CC=1.S(Br)([Br:40])=O. Product: [CH3:8][C@@H:7]([C@@H:9]1[C@@:27]2([CH3:28])[CH2:26][CH2:25][C@@H:24]3[C@@:22]4([CH3:23])[CH2:21][CH2:20][C@H:18]([Br:40])[CH2:17][C:16]4=[CH:15][CH2:14][C@H:13]3[C@@H:12]2[CH2:11][CH2:10]1)[CH2:6][CH2:5][CH2:4][CH:2]([CH3:3])[CH3:1]. The catalyst class is: 22. (3) The catalyst class is: 327. Reactant: [F:1][C:2]([F:28])([F:27])[C:3]1[CH:8]=[CH:7][C:6]([C:9]([C:17]2[CH:22]=[CH:21][C:20]([C:23]([F:26])([F:25])[F:24])=[CH:19][CH:18]=2)=[C:10]([CH3:16])[C:11](OCC)=[O:12])=[CH:5][CH:4]=1.[H-].C([Al+]CC(C)C)C(C)C.C1(C)C=CC=CC=1.CO.O.O.O.O.C(C(C(C([O-])=O)O)O)([O-])=O.[K+].[Na+]. Product: [F:1][C:2]([F:27])([F:28])[C:3]1[CH:8]=[CH:7][C:6]([C:9]([C:17]2[CH:22]=[CH:21][C:20]([C:23]([F:26])([F:25])[F:24])=[CH:19][CH:18]=2)=[C:10]([CH3:16])[CH:11]=[O:12])=[CH:5][CH:4]=1. (4) Reactant: [Br:1][C:2]1[CH:7]=[C:6](F)[C:5]([N+:9]([O-:11])=[O:10])=[CH:4][C:3]=1[F:12].[F:13][C:14]1[CH:19]=[CH:18][C:17]([C@@H:20]([NH2:22])[CH3:21])=[CH:16][CH:15]=1.CCN(C(C)C)C(C)C. Product: [Br:1][C:2]1[C:3]([F:12])=[CH:4][C:5]([N+:9]([O-:11])=[O:10])=[C:6]([NH:22][C@H:20]([C:17]2[CH:18]=[CH:19][C:14]([F:13])=[CH:15][CH:16]=2)[CH3:21])[CH:7]=1. The catalyst class is: 114. (5) Reactant: [CH2:1]([O:8][C:9]([N:11]1[CH:15]([C:16]([OH:18])=O)[CH2:14][S:13][C@@H:12]1[CH:19]1[CH2:24][CH2:23][CH2:22][CH2:21][CH2:20]1)=[O:10])[C:2]1[CH:7]=[CH:6][CH:5]=[CH:4][CH:3]=1.CCN(C(C)C)C(C)C.CN(C(ON1N=NC2C=CC=NC1=2)=[N+](C)C)C.F[P-](F)(F)(F)(F)F.[NH2:58][C:59]1[S:60][CH:61]=[C:62]([C:64]2[CH:75]=[CH:74][C:67]([C:68]([NH:70][CH:71]3[CH2:73][CH2:72]3)=[O:69])=[CH:66][CH:65]=2)[N:63]=1. Product: [CH2:1]([O:8][C:9]([N:11]1[CH:15]([C:16](=[O:18])[NH:58][C:59]2[S:60][CH:61]=[C:62]([C:64]3[CH:65]=[CH:66][C:67]([C:68](=[O:69])[NH:70][CH:71]4[CH2:73][CH2:72]4)=[CH:74][CH:75]=3)[N:63]=2)[CH2:14][S:13][C@@H:12]1[CH:19]1[CH2:20][CH2:21][CH2:22][CH2:23][CH2:24]1)=[O:10])[C:2]1[CH:7]=[CH:6][CH:5]=[CH:4][CH:3]=1. The catalyst class is: 3. (6) Reactant: [OH:1][CH2:2][CH2:3][O:4][C:5]1[C:12]([CH3:13])=[CH:11][C:8]([CH:9]=O)=[CH:7][C:6]=1[CH3:14].[NH2:15][C:16]1[CH:24]=[CH:23][CH:22]=[C:21]([Cl:25])[C:17]=1[C:18]([NH2:20])=[O:19].S(=O)(O)[O-].[Na+].O.C1(C)C=CC(S(O)(=O)=O)=CC=1. Product: [Cl:25][C:21]1[CH:22]=[CH:23][CH:24]=[C:16]2[C:17]=1[C:18](=[O:19])[NH:20][C:9]([C:8]1[CH:11]=[C:12]([CH3:13])[C:5]([O:4][CH2:3][CH2:2][OH:1])=[C:6]([CH3:14])[CH:7]=1)=[N:15]2. The catalyst class is: 80.